From a dataset of Merck oncology drug combination screen with 23,052 pairs across 39 cell lines. Regression. Given two drug SMILES strings and cell line genomic features, predict the synergy score measuring deviation from expected non-interaction effect. (1) Drug 1: COC12C(COC(N)=O)C3=C(C(=O)C(C)=C(N)C3=O)N1CC1NC12. Drug 2: Cn1c(=O)n(-c2ccc(C(C)(C)C#N)cc2)c2c3cc(-c4cnc5ccccc5c4)ccc3ncc21. Cell line: NCIH23. Synergy scores: synergy=4.81. (2) Drug 1: O=C(CCCCCCC(=O)Nc1ccccc1)NO. Drug 2: NC(=O)c1cccc2cn(-c3ccc(C4CCCNC4)cc3)nc12. Cell line: UWB1289. Synergy scores: synergy=16.6. (3) Drug 1: O=C(O)C1(Cc2cccc(Nc3nccs3)n2)CCC(Oc2cccc(Cl)c2F)CC1. Drug 2: O=C(NOCC(O)CO)c1ccc(F)c(F)c1Nc1ccc(I)cc1F. Cell line: LNCAP. Synergy scores: synergy=-86.7.